From a dataset of Forward reaction prediction with 1.9M reactions from USPTO patents (1976-2016). Predict the product of the given reaction. (1) Given the reactants O=[CH:2][CH2:3][CH2:4][N:5]1[C:13]2[C:8](=[CH:9][CH:10]=[C:11]([NH:14][C:15](=[O:30])[CH2:16][C:17]3[CH:22]=[CH:21][C:20]([O:23][C:24]4[CH:29]=[CH:28][CH:27]=[CH:26][CH:25]=4)=[CH:19][CH:18]=3)[CH:12]=2)[CH:7]=[N:6]1.[CH3:31][CH:32]1[CH2:37][CH2:36][CH2:35][NH:34][CH2:33]1.C(O)(=O)C, predict the reaction product. The product is: [CH3:31][CH:32]1[CH2:37][CH2:36][CH2:35][N:34]([CH2:2][CH2:3][CH2:4][N:5]2[C:13]3[C:8](=[CH:9][CH:10]=[C:11]([NH:14][C:15](=[O:30])[CH2:16][C:17]4[CH:18]=[CH:19][C:20]([O:23][C:24]5[CH:29]=[CH:28][CH:27]=[CH:26][CH:25]=5)=[CH:21][CH:22]=4)[CH:12]=3)[CH:7]=[N:6]2)[CH2:33]1. (2) Given the reactants [Br:1][C:2]1[N:6]=[CH:5][NH:4][N:3]=1.C[O-].[Na+].[O-]S(C(F)(F)F)(=O)=O.F[N+:19]1[CH:24]=[CH:23][CH:22]=[CH:21][CH:20]=1, predict the reaction product. The product is: [Br:1][C:2]1[N:6]=[CH:5][N:4]([C:20]2[CH:21]=[CH:22][CH:23]=[CH:24][N:19]=2)[N:3]=1. (3) Given the reactants Br[C:2]1[CH:3]=[C:4]2[C:9](=[C:10]([NH:12][C@H:13]3[CH2:17][CH2:16][N:15]([C:18]([O:20][C:21]([CH3:24])([CH3:23])[CH3:22])=[O:19])[CH2:14]3)[N:11]=1)[N:8]=[CH:7][CH:6]=[CH:5]2.[CH3:25][N:26](C)CCN(C)C.CC1(C)C2C(=C(P(C3C=CC=CC=3)C3C=CC=CC=3)C=CC=2)OC2C(P(C3C=CC=CC=3)C3C=CC=CC=3)=CC=CC1=2, predict the reaction product. The product is: [C:25]([C:2]1[CH:3]=[C:4]2[C:9](=[C:10]([NH:12][C@H:13]3[CH2:17][CH2:16][N:15]([C:18]([O:20][C:21]([CH3:24])([CH3:23])[CH3:22])=[O:19])[CH2:14]3)[N:11]=1)[N:8]=[CH:7][CH:6]=[CH:5]2)#[N:26]. (4) Given the reactants [F:1][C:2]1[CH:7]=[C:6]([O:8][C:9]2[CH:14]=[CH:13][N:12]=[C:11]([NH:15][C:16](=[O:20])[CH2:17]OC)[CH:10]=2)[C:5]([F:21])=[CH:4][C:3]=1[NH:22][C:23]([C:25]1([C:28]([NH:30][C:31]2[CH:36]=[CH:35][C:34]([F:37])=[CH:33][CH:32]=2)=[O:29])[CH2:27][CH2:26]1)=[O:24].[C:38](CC(O)=O)#[N:39].CN(C(ON1N=NC2C=CC=NC1=2)=[N+](C)C)C.F[P-](F)(F)(F)(F)F.CCN(C(C)C)C(C)C, predict the reaction product. The product is: [C:38]([CH2:17][C:16]([NH:15][C:11]1[CH:10]=[C:9]([O:8][C:6]2[C:5]([F:21])=[CH:4][C:3]([NH:22][C:23]([C:25]3([C:28]([NH:30][C:31]4[CH:36]=[CH:35][C:34]([F:37])=[CH:33][CH:32]=4)=[O:29])[CH2:27][CH2:26]3)=[O:24])=[C:2]([F:1])[CH:7]=2)[CH:14]=[CH:13][N:12]=1)=[O:20])#[N:39]. (5) Given the reactants C([O:3][C:4](=O)[CH2:5][CH:6]1[CH2:9][N:8]([C:10]([CH:12]2[CH2:14][CH2:13]2)=[O:11])[CH2:7]1)C.O.[NH2:17][NH2:18], predict the reaction product. The product is: [CH:12]1([C:10]([N:8]2[CH2:9][CH:6]([CH2:5][C:4]([NH:17][NH2:18])=[O:3])[CH2:7]2)=[O:11])[CH2:14][CH2:13]1. (6) Given the reactants C([O:3][C:4]([C:6]1[O:10][N:9]=[C:8]([C:11]2[CH:16]=[CH:15][C:14]([NH:17][C:18]([NH:20][C:21]3[CH:26]=[CH:25][CH:24]=[CH:23][C:22]=3[F:27])=[O:19])=[CH:13][CH:12]=2)[CH:7]=1)=[O:5])C.[OH-].[Na+].Cl, predict the reaction product. The product is: [F:27][C:22]1[CH:23]=[CH:24][CH:25]=[CH:26][C:21]=1[NH:20][C:18](=[O:19])[NH:17][C:14]1[CH:13]=[CH:12][C:11]([C:8]2[CH:7]=[C:6]([C:4]([OH:5])=[O:3])[O:10][N:9]=2)=[CH:16][CH:15]=1.